This data is from Reaction yield outcomes from USPTO patents with 853,638 reactions. The task is: Predict the reaction yield, written as a fraction of the theoretical maximum amount of product (1.0 means a 100% yield; for example, 0.34 means a 34% yield). (1) The reactants are FC(F)(F)C(O)=O.[CH2:8]1[CH:12]2[CH2:13][C:14](=[O:16])[CH2:15][CH:11]2[CH2:10][NH:9]1.[OH:17][CH2:18][C:19](O)=[O:20].Cl.C(N=C=NCCCN(C)C)C.C(N(CC)CC)C. The catalyst is C(#N)C. The product is [OH:20][CH2:19][C:18]([N:9]1[CH2:10][CH:11]2[CH2:15][C:14](=[O:16])[CH2:13][CH:12]2[CH2:8]1)=[O:17]. The yield is 0.640. (2) The reactants are CC1(C)C(C)(C)OB([C:9]2[CH:13]=[CH:12][O:11][CH:10]=2)O1.Br[C:16]1[CH:17]=[CH:18][C:19]([CH3:23])=[C:20]([CH:22]=1)[NH2:21]. No catalyst specified. The product is [O:11]1[CH:12]=[CH:13][C:9]([C:16]2[CH:17]=[CH:18][C:19]([CH3:23])=[C:20]([CH:22]=2)[NH2:21])=[CH:10]1. The yield is 0.980. (3) The reactants are [Li+].[OH-:2].CO[C:5](=O)[CH2:6][CH2:7][CH2:8][C:9]1[CH:13]=[C:12]([C:14]2[CH:19]=[CH:18][CH:17]=[CH:16][C:15]=2[O:20]C)[O:11][N:10]=1.Cl.[O:24]1[CH2:29]COCC1. The catalyst is O. The product is [OH:20][C:15]1[CH:16]=[CH:17][CH:18]=[CH:19][C:14]=1[C:12]1[O:11][N:10]=[C:9]([CH2:8][CH2:7][CH2:6][CH2:5][C:29]([OH:24])=[O:2])[CH:13]=1. The yield is 0.870. (4) The reactants are [CH3:1][O:2][C:3]1[CH:46]=[CH:45][C:6]([C:7]([O:22][CH2:23][C@H:24]2[O:28][C@@H:27]([N:29]3[CH:36]=[CH:35][C:33](=[O:34])[NH:32][C:30]3=[O:31])[C@H:26]([O:37][CH2:38][O:39][CH2:40][CH2:41][C:42]#[N:43])[C@@H:25]2[OH:44])([C:16]2[CH:21]=[CH:20][CH:19]=[CH:18][CH:17]=2)[C:8]2[CH:13]=[CH:12][C:11]([O:14][CH3:15])=[CH:10][CH:9]=2)=[CH:5][CH:4]=1.[NH:47]1[CH:51]=NN=N1.C(N(C(C)C)[P:56]([N:62]([CH:66]([CH3:68])[CH3:67])[CH:63]([CH3:65])[CH3:64])[O:57]CCC#N)(C)C.C(=O)(O)[O-].[Na+].[C:77](#N)[CH3:78]. No catalyst specified. The product is [C:51]([CH2:77][CH2:78][PH:56]([O:44][C@@H:25]1[C@@H:24]([CH2:23][O:22][C:7]([C:16]2[CH:17]=[CH:18][CH:19]=[CH:20][CH:21]=2)([C:8]2[CH:13]=[CH:12][C:11]([O:14][CH3:15])=[CH:10][CH:9]=2)[C:6]2[CH:45]=[CH:46][C:3]([O:2][CH3:1])=[CH:4][CH:5]=2)[O:28][C@@H:27]([N:29]2[CH:36]=[CH:35][C:33](=[O:34])[NH:32][C:30]2=[O:31])[C@@H:26]1[O:37][CH2:38][O:39][CH2:40][CH2:41][C:42]#[N:43])([N:62]([CH:63]([CH3:64])[CH3:65])[CH:66]([CH3:67])[CH3:68])[OH:57])#[N:47]. The yield is 0.730. (5) The reactants are [N:1]1[CH:6]=[CH:5][CH:4]=[CH:3][C:2]=1[C:7]1[N:11]=[C:10]([C:12]2[C:17]([O:18][CH3:19])=[CH:16][N:15]=[CH:14][C:13]=2Cl)[O:9][N:8]=1.B1([C:27]2[CH:32]=[CH:31][CH:30]=[N:29][CH:28]=2)OCCCO1.COCCOC.C(=O)([O-])[O-].[Na+].[Na+]. The catalyst is ClCCl.C1C=CC([P]([Pd]([P](C2C=CC=CC=2)(C2C=CC=CC=2)C2C=CC=CC=2)([P](C2C=CC=CC=2)(C2C=CC=CC=2)C2C=CC=CC=2)[P](C2C=CC=CC=2)(C2C=CC=CC=2)C2C=CC=CC=2)(C2C=CC=CC=2)C2C=CC=CC=2)=CC=1. The product is [N:1]1[CH:6]=[CH:5][CH:4]=[CH:3][C:2]=1[C:7]1[N:11]=[C:10]([C:12]2[C:13]([C:27]3[CH:28]=[N:29][CH:30]=[CH:31][CH:32]=3)=[CH:14][N:15]=[CH:16][C:17]=2[O:18][CH3:19])[O:9][N:8]=1. The yield is 0.0410.